Predict the reaction yield, written as a fraction of the theoretical maximum amount of product (1.0 means a 100% yield; for example, 0.34 means a 34% yield). From a dataset of Reaction yield outcomes from USPTO patents with 853,638 reactions. (1) The product is [C:36]([O:29][C:22]1[CH:21]=[C:20]([S:17]([O:16][C:15]2[CH:14]=[CH:13][C:12]([CH2:11][CH2:10][C:9]3[C:8]4[CH:32]=[CH:33][CH:34]=[CH:35][C:7]=4[O:6][C:5]=3[CH2:1][CH2:2][CH2:3][CH3:4])=[CH:31][CH:30]=2)(=[O:18])=[O:19])[CH:28]=[CH:27][C:23]=1[C:24]([OH:26])=[O:25])(=[O:38])[CH3:37]. The catalyst is CCOC(C)=O.CN(C)C1C=CN=CC=1. The yield is 0.760. The reactants are [CH2:1]([C:5]1[O:6][C:7]2[CH:35]=[CH:34][CH:33]=[CH:32][C:8]=2[C:9]=1[CH2:10][CH2:11][C:12]1[CH:31]=[CH:30][C:15]([O:16][S:17]([C:20]2[CH:28]=[CH:27][C:23]([C:24]([OH:26])=[O:25])=[C:22]([OH:29])[CH:21]=2)(=[O:19])=[O:18])=[CH:14][CH:13]=1)[CH2:2][CH2:3][CH3:4].[C:36](OC(=O)C)(=[O:38])[CH3:37].O. (2) The yield is 0.580. The catalyst is C1COCC1. The reactants are C([O:5][C:6](=[O:32])[CH2:7][CH:8]([NH:24][C:25]([O:27][C:28]([CH3:31])([CH3:30])[CH3:29])=[O:26])[C:9]1[CH:14]=[CH:13][C:12]([C:15](=[O:23])[NH:16][C:17]2[CH:22]=[CH:21][N:20]=[CH:19][CH:18]=2)=[CH:11][CH:10]=1)(C)(C)C.[Li+].[OH-]. The product is [C:28]([O:27][C:25]([NH:24][CH:8]([C:9]1[CH:14]=[CH:13][C:12]([C:15](=[O:23])[NH:16][C:17]2[CH:22]=[CH:21][N:20]=[CH:19][CH:18]=2)=[CH:11][CH:10]=1)[CH2:7][C:6]([OH:32])=[O:5])=[O:26])([CH3:31])([CH3:29])[CH3:30]. (3) The reactants are [CH3:1][C:2]1[C:3]([CH2:9][N:10]([CH:19]2[CH2:24][CH2:23][NH:22][CH2:21][CH2:20]2)[CH:11]([C:13]2[CH:18]=[CH:17][CH:16]=[CH:15][N:14]=2)[CH3:12])=[N:4][CH:5]=[C:6]([CH3:8])[CH:7]=1.[O:25]([C:32]([NH:34][OH:35])=O)C1C=CC=CC=1. The catalyst is C1COCC1. The product is [OH:35][NH:34][C:32]([N:22]1[CH2:21][CH2:20][CH:19]([N:10]([CH2:9][C:3]2[C:2]([CH3:1])=[CH:7][C:6]([CH3:8])=[CH:5][N:4]=2)[CH:11]([C:13]2[CH:18]=[CH:17][CH:16]=[CH:15][N:14]=2)[CH3:12])[CH2:24][CH2:23]1)=[O:25]. The yield is 0.380.